This data is from NCI-60 drug combinations with 297,098 pairs across 59 cell lines. The task is: Regression. Given two drug SMILES strings and cell line genomic features, predict the synergy score measuring deviation from expected non-interaction effect. (1) Drug 1: CC(C)CN1C=NC2=C1C3=CC=CC=C3N=C2N. Drug 2: CC12CCC3C(C1CCC2OP(=O)(O)O)CCC4=C3C=CC(=C4)OC(=O)N(CCCl)CCCl.[Na+]. Cell line: MDA-MB-435. Synergy scores: CSS=9.04, Synergy_ZIP=-1.44, Synergy_Bliss=3.16, Synergy_Loewe=3.42, Synergy_HSA=-0.664. (2) Drug 1: C1=CC=C(C=C1)NC(=O)CCCCCCC(=O)NO. Drug 2: C(=O)(N)NO. Cell line: KM12. Synergy scores: CSS=11.2, Synergy_ZIP=-3.24, Synergy_Bliss=3.85, Synergy_Loewe=-15.3, Synergy_HSA=0.693. (3) Drug 1: CC12CCC3C(C1CCC2=O)CC(=C)C4=CC(=O)C=CC34C. Synergy scores: CSS=18.0, Synergy_ZIP=-2.55, Synergy_Bliss=-4.61, Synergy_Loewe=-19.6, Synergy_HSA=-3.00. Cell line: LOX IMVI. Drug 2: CCCCCOC(=O)NC1=NC(=O)N(C=C1F)C2C(C(C(O2)C)O)O. (4) Drug 1: C1=CC(=CC=C1CC(C(=O)O)N)N(CCCl)CCCl.Cl. Drug 2: COCCOC1=C(C=C2C(=C1)C(=NC=N2)NC3=CC=CC(=C3)C#C)OCCOC.Cl. Cell line: SK-MEL-28. Synergy scores: CSS=6.37, Synergy_ZIP=0.959, Synergy_Bliss=5.76, Synergy_Loewe=1.42, Synergy_HSA=1.72. (5) Drug 1: C1=CC(=CC=C1C#N)C(C2=CC=C(C=C2)C#N)N3C=NC=N3. Drug 2: CC1=C(C(CCC1)(C)C)C=CC(=CC=CC(=CC(=O)O)C)C. Cell line: SNB-19. Synergy scores: CSS=-8.13, Synergy_ZIP=4.82, Synergy_Bliss=-0.0329, Synergy_Loewe=-4.25, Synergy_HSA=-6.50. (6) Drug 1: C1CC(=O)NC(=O)C1N2CC3=C(C2=O)C=CC=C3N. Drug 2: C1=CC(=C2C(=C1NCCNCCO)C(=O)C3=C(C=CC(=C3C2=O)O)O)NCCNCCO. Cell line: A498. Synergy scores: CSS=31.6, Synergy_ZIP=-0.547, Synergy_Bliss=-0.528, Synergy_Loewe=-7.82, Synergy_HSA=1.93. (7) Drug 1: CCCCCOC(=O)NC1=NC(=O)N(C=C1F)C2C(C(C(O2)C)O)O. Drug 2: COC1=C2C(=CC3=C1OC=C3)C=CC(=O)O2. Cell line: OVCAR-8. Synergy scores: CSS=-5.04, Synergy_ZIP=1.15, Synergy_Bliss=-2.96, Synergy_Loewe=-9.10, Synergy_HSA=-7.94.